This data is from Peptide-MHC class II binding affinity with 134,281 pairs from IEDB. The task is: Regression. Given a peptide amino acid sequence and an MHC pseudo amino acid sequence, predict their binding affinity value. This is MHC class II binding data. (1) The peptide sequence is LWTQSLRRELSGYCS. The MHC is DRB3_0101 with pseudo-sequence DRB3_0101. The binding affinity (normalized) is 0.181. (2) The peptide sequence is ALFYKLDVVPID. The MHC is DRB1_0405 with pseudo-sequence DRB1_0405. The binding affinity (normalized) is 0.573. (3) The peptide sequence is EKKYFAATQFEPLAK. The MHC is HLA-DQA10501-DQB10201 with pseudo-sequence HLA-DQA10501-DQB10201. The binding affinity (normalized) is 0.426.